The task is: Predict the reactants needed to synthesize the given product.. This data is from Full USPTO retrosynthesis dataset with 1.9M reactions from patents (1976-2016). (1) The reactants are: [Cl:1][C:2]1[CH:3]=[C:4]([CH:21]=[CH:22][C:23]=1[F:24])[O:5][C:6]1[CH:14]=[CH:13][CH:12]=[C:11]2[C:7]=1[C:8](/[CH:16]=[CH:17]/[C:18]([OH:20])=[O:19])=[CH:9][N:10]2[CH3:15].[C:25](O)(=O)[CH:26]=C. Given the product [CH2:25]([O:19][C:18](=[O:20])/[CH:17]=[CH:16]/[C:8]1[C:7]2[C:11](=[CH:12][CH:13]=[CH:14][C:6]=2[O:5][C:4]2[CH:21]=[CH:22][C:23]([F:24])=[C:2]([Cl:1])[CH:3]=2)[N:10]([CH3:15])[CH:9]=1)[CH3:26], predict the reactants needed to synthesize it. (2) The reactants are: [NH2:1][C:2]1[CH:9]=[CH:8][CH:7]=[CH:6][C:3]=1[C:4]#[N:5].O=[C:11]([CH2:18][C:19]([O:21][CH2:22][CH3:23])=[O:20])[CH2:12][C:13]([O:15][CH2:16][CH3:17])=[O:14]. Given the product [CH2:22]([O:21][C:19]([C:18]1[C:11]([CH2:12][C:13]([O:15][CH2:16][CH3:17])=[O:14])=[N:1][C:2]2[C:3]([C:4]=1[NH2:5])=[CH:6][CH:7]=[CH:8][CH:9]=2)=[O:20])[CH3:23], predict the reactants needed to synthesize it. (3) Given the product [Cl:20][C:16]1[CH:15]=[C:14]([S:11]([NH:10][C:9]2[CH:8]=[C:7]([CH3:21])[N:6]=[C:5]3[S:22][C:2]([C:33]4[CH:34]=[CH:35][O:31][CH:32]=4)=[C:3]([C:23]4[CH:28]=[CH:27][CH:26]=[C:25]([O:29][CH3:30])[CH:24]=4)[C:4]=23)(=[O:13])=[O:12])[CH:19]=[CH:18][CH:17]=1, predict the reactants needed to synthesize it. The reactants are: Br[C:2]1[S:22][C:5]2=[N:6][C:7]([CH3:21])=[CH:8][C:9]([NH:10][S:11]([C:14]3[CH:19]=[CH:18][CH:17]=[C:16]([Cl:20])[CH:15]=3)(=[O:13])=[O:12])=[C:4]2[C:3]=1[C:23]1[CH:28]=[CH:27][CH:26]=[C:25]([O:29][CH3:30])[CH:24]=1.[O:31]1[CH:35]=[CH:34][C:33](B(O)O)=[CH:32]1.C(=O)([O-])[O-].[Na+].[Na+]. (4) Given the product [Br:1][C:2]1[CH:3]=[N:4][C:5]2[N:6]([N:8]=[C:9]([C:11]([N:19]3[CH2:18][CH2:17][C:16]4[C:21](=[CH:22][CH:23]=[CH:24][C:15]=4[F:14])[CH:20]3[C:25]([F:26])([F:27])[F:28])=[O:13])[CH:10]=2)[CH:7]=1, predict the reactants needed to synthesize it. The reactants are: [Br:1][C:2]1[CH:3]=[N:4][C:5]2[N:6]([N:8]=[C:9]([C:11]([OH:13])=O)[CH:10]=2)[CH:7]=1.[F:14][C:15]1[CH:24]=[CH:23][CH:22]=[C:21]2[C:16]=1[CH2:17][CH2:18][NH:19][CH:20]2[C:25]([F:28])([F:27])[F:26]. (5) Given the product [N:36]1([C:33]2[CH:32]=[CH:31][C:8]([CH2:9][NH:10][NH:11][C:12](=[O:30])[CH:13]3[CH:18]=[C:17]([C:19]([F:21])([F:20])[F:22])[CH:16]=[C:15]([C:23]([F:24])([F:26])[F:25])[C:14]3=[S:27](=[O:29])=[O:28])=[CH:35][CH:34]=2)[CH2:41][CH2:40][CH2:39][CH2:38][CH2:37]1.[ClH:42], predict the reactants needed to synthesize it. The reactants are: C([C:8]1([CH:35]=[CH:34][C:33]([N:36]2[CH2:41][CH2:40][CH2:39][CH2:38][CH2:37]2)=[CH:32][CH2:31]1)[CH2:9][NH:10][NH:11][C:12](=[O:30])[CH:13]1[CH:18]=[C:17]([C:19]([F:22])([F:21])[F:20])[CH:16]=[C:15]([C:23]([F:26])([F:25])[F:24])[C:14]1=[S:27](=[O:29])=[O:28])(OC(C)(C)C)=O.[ClH:42]. (6) Given the product [CH3:20][O:19][C:12]1[CH:13]=[CH:14][C:15]([O:17][CH3:18])=[CH:16][C:11]=1[CH:7]1[CH2:8][CH2:9][CH2:10][CH:6]1[CH2:4][OH:3], predict the reactants needed to synthesize it. The reactants are: C([O:3][C:4]([CH:6]1[CH2:10][CH2:9][CH2:8][CH:7]1[C:11]1[CH:16]=[C:15]([O:17][CH3:18])[CH:14]=[CH:13][C:12]=1[O:19][CH3:20])=O)C.[H-].[Al+3].[Li+].[H-].[H-].[H-].CCOCC.[C@H](O)(C([O-])=O)[C@@H](O)C([O-])=O.[Na+].[K+].